From a dataset of Forward reaction prediction with 1.9M reactions from USPTO patents (1976-2016). Predict the product of the given reaction. Given the reactants Br[C:2]1[CH:7]=[CH:6][C:5]([C:8]2[O:12][N:11]=[C:10]([CH3:13])[C:9]=2[CH:14]([OH:22])[CH2:15][S:16][CH2:17][C:18]([F:21])([F:20])[F:19])=[CH:4][CH:3]=1.[CH2:23]([O:25][C:26]([C:28]1([C:31]2[CH:36]=[CH:35][C:34](B3OC(C)(C)C(C)(C)O3)=[CH:33][CH:32]=2)[CH2:30][CH2:29]1)=[O:27])[CH3:24], predict the reaction product. The product is: [CH2:23]([O:25][C:26]([C:28]1([C:31]2[CH:36]=[CH:35][C:34]([C:2]3[CH:7]=[CH:6][C:5]([C:8]4[O:12][N:11]=[C:10]([CH3:13])[C:9]=4[CH:14]([OH:22])[CH2:15][S:16][CH2:17][C:18]([F:21])([F:20])[F:19])=[CH:4][CH:3]=3)=[CH:33][CH:32]=2)[CH2:29][CH2:30]1)=[O:27])[CH3:24].